Dataset: Full USPTO retrosynthesis dataset with 1.9M reactions from patents (1976-2016). Task: Predict the reactants needed to synthesize the given product. The reactants are: [CH2:1]([O:3][C:4]1[C:9]2[N:10]=[CH:11][S:12][C:8]=2[CH:7]=[CH:6][CH:5]=1)[CH3:2].C(O[C:18](=O)[NH:19][C@H:20]1[CH2:25][CH2:24][C@H:23]([C:26](=[O:31])N(OC)C)[CH2:22][CH2:21]1)(C)(C)C.[O:33]=[C:34]1[NH:39][C:38]2[CH:40]=[C:41](C=O)[CH:42]=[CH:43][C:37]=2[O:36][CH2:35]1. Given the product [CH2:1]([O:3][C:4]1[C:9]2[N:10]=[C:11]([C:26]([C@H:23]3[CH2:22][CH2:21][C@H:20]([NH:19][CH2:18][C:41]4[CH:42]=[CH:43][C:37]5[O:36][CH2:35][C:34](=[O:33])[NH:39][C:38]=5[CH:40]=4)[CH2:25][CH2:24]3)=[O:31])[S:12][C:8]=2[CH:7]=[CH:6][CH:5]=1)[CH3:2], predict the reactants needed to synthesize it.